Task: Predict the reactants needed to synthesize the given product.. Dataset: Full USPTO retrosynthesis dataset with 1.9M reactions from patents (1976-2016) (1) Given the product [OH:12][CH2:11][CH:10]([C:13]1([CH2:19][CH2:20][N:21]2[CH2:22][CH2:23][CH:24]([N:27]([C:35]3[CH:40]=[CH:39][C:38]([CH3:41])=[CH:37][N:36]=3)[C:28]([C:30]3[O:31][CH:32]=[CH:33][CH:34]=3)=[O:29])[CH2:25][CH2:26]2)[CH2:14][CH2:15][CH2:16][CH2:17][CH2:18]1)[CH2:9][OH:8], predict the reactants needed to synthesize it. The reactants are: C1(C2[O:12][CH2:11][CH:10]([C:13]3([CH2:19][CH2:20][N:21]4[CH2:26][CH2:25][CH:24]([N:27]([C:35]5[CH:40]=[CH:39][C:38]([CH3:41])=[CH:37][N:36]=5)[C:28]([C:30]5[O:31][CH:32]=[CH:33][CH:34]=5)=[O:29])[CH2:23][CH2:22]4)[CH2:18][CH2:17][CH2:16][CH2:15][CH2:14]3)[CH2:9][O:8]2)C=CC=CC=1.Cl. (2) Given the product [CH3:35][O:36][C:37]1[CH:38]=[C:39]([CH:54]=[CH:55][C:56]=1[N+:57]([O-:59])=[O:58])[C:40]([C:42]1[N:46]2[CH:47]=[C:48]([C:51]([NH2:3])=[O:52])[CH:49]=[CH:50][C:45]2=[CH:44][N:43]=1)=[O:41], predict the reactants needed to synthesize it. The reactants are: C([N:3](CC)CC)C.F[P-](F)(F)(F)(F)F.N1(O[P+](N(C)C)(N(C)C)N(C)C)C2C=CC=CC=2N=N1.[CH3:35][O:36][C:37]1[CH:38]=[C:39]([CH:54]=[CH:55][C:56]=1[N+:57]([O-:59])=[O:58])[C:40]([C:42]1[N:46]2[CH:47]=[C:48]([C:51](O)=[O:52])[CH:49]=[CH:50][C:45]2=[CH:44][N:43]=1)=[O:41].N. (3) Given the product [CH3:9][O:8][C:5]1[CH:6]=[CH:7][C:2]([CH:25]([C:24]2[CH:27]=[CH:28][C:21]([O:20][CH3:19])=[CH:22][C:23]=2[CH3:29])[OH:26])=[C:3]([CH3:13])[C:4]=1[CH:10]([CH3:12])[CH3:11], predict the reactants needed to synthesize it. The reactants are: Br[C:2]1[CH:7]=[CH:6][C:5]([O:8][CH3:9])=[C:4]([CH:10]([CH3:12])[CH3:11])[C:3]=1[CH3:13].[Li]CCCC.[CH3:19][O:20][C:21]1[CH:28]=[CH:27][C:24]([CH:25]=[O:26])=[C:23]([CH3:29])[CH:22]=1. (4) Given the product [CH3:21][NH:22][C:2]1[CH:3]=[C:4]([C:11]2[CH:16]=[CH:15][CH:14]=[C:13]([C:17]([F:20])([F:19])[F:18])[CH:12]=2)[CH:5]=[CH:6][C:7]=1[N+:8]([O-:10])=[O:9], predict the reactants needed to synthesize it. The reactants are: F[C:2]1[CH:3]=[C:4]([C:11]2[CH:16]=[CH:15][CH:14]=[C:13]([C:17]([F:20])([F:19])[F:18])[CH:12]=2)[CH:5]=[CH:6][C:7]=1[N+:8]([O-:10])=[O:9].[CH3:21][NH2:22]. (5) Given the product [CH3:12][C:13]1[N:17]([CH2:18][C:19]2[CH:24]=[CH:23][N:22]=[C:21]([N:25]3[CH2:26][CH2:27][N:28]([C:8](=[O:10])[CH3:9])[CH2:29][CH2:30]3)[CH:20]=2)[N:16]=[C:15]([C:31]2[O:35][N:34]=[C:33]([C:36]3[CH:37]=[CH:38][C:39]([O:42][C:43]([F:45])([F:44])[F:46])=[CH:40][CH:41]=3)[N:32]=2)[CH:14]=1, predict the reactants needed to synthesize it. The reactants are: C(N(CC)CC)C.[C:8](Cl)(=[O:10])[CH3:9].[CH3:12][C:13]1[N:17]([CH2:18][C:19]2[CH:24]=[CH:23][N:22]=[C:21]([N:25]3[CH2:30][CH2:29][NH:28][CH2:27][CH2:26]3)[CH:20]=2)[N:16]=[C:15]([C:31]2[O:35][N:34]=[C:33]([C:36]3[CH:41]=[CH:40][C:39]([O:42][C:43]([F:46])([F:45])[F:44])=[CH:38][CH:37]=3)[N:32]=2)[CH:14]=1.C(=O)(O)[O-].[Na+]. (6) Given the product [CH3:40][N:14]1[C:15]2[C:11](=[CH:10][C:9]([C:6]3[CH:5]=[CH:4][C:3]([C:1]#[N:2])=[CH:8][CH:7]=3)=[CH:17][C:16]=2[CH2:18][O:19][CH2:20][C:21]2([C:34]3[CH:39]=[CH:38][CH:37]=[CH:36][CH:35]=3)[CH2:22][CH2:23][NH:24][CH2:25][CH2:26]2)[CH:12]=[N:13]1, predict the reactants needed to synthesize it. The reactants are: [C:1]([C:3]1[CH:8]=[CH:7][C:6]([C:9]2[CH:10]=[C:11]3[C:15](=[C:16]([CH2:18][O:19][CH2:20][C:21]4([C:34]5[CH:39]=[CH:38][CH:37]=[CH:36][CH:35]=5)[CH2:26][CH2:25][N:24](C(OC(C)(C)C)=O)[CH2:23][CH2:22]4)[CH:17]=2)[N:14]([CH3:40])[N:13]=[CH:12]3)=[CH:5][CH:4]=1)#[N:2].